From a dataset of Full USPTO retrosynthesis dataset with 1.9M reactions from patents (1976-2016). Predict the reactants needed to synthesize the given product. (1) Given the product [C:1]([O:4][C@@H:5]1[C@@H:18]([O:19][C:20](=[O:22])[CH3:21])[C@H:17]([O:23][C:24](=[O:26])[CH3:25])[CH2:16][S:15][C@H:6]1[O:7][C:8]1[CH:9]=[N:10][C:11]([C:31]2[O:32][C:28]([CH3:27])=[CH:29][CH:30]=2)=[CH:12][CH:13]=1)(=[O:3])[CH3:2], predict the reactants needed to synthesize it. The reactants are: [C:1]([O:4][C@@H:5]1[C@@H:18]([O:19][C:20](=[O:22])[CH3:21])[C@H:17]([O:23][C:24](=[O:26])[CH3:25])[CH2:16][S:15][C@H:6]1[O:7][C:8]1[CH:9]=[N:10][C:11](Br)=[CH:12][CH:13]=1)(=[O:3])[CH3:2].[CH3:27][C:28]1[O:32][C:31](B(O)O)=[CH:30][CH:29]=1. (2) Given the product [CH:8]1[CH:3]=[CH:4][N:5]=[C:6]([C:11]2[CH:12]=[CH:13][CH:14]=[C:9]([C:4]3[CH:3]=[CH:8][CH:7]=[CH:6][N:5]=3)[N:10]=2)[CH:7]=1, predict the reactants needed to synthesize it. The reactants are: OC[C:3]1[C:4]([C:9]2[C:14](C3C=CC=CN=3)=[CH:13][CH:12]=[CH:11][N:10]=2)=[N:5][CH:6]=[CH:7][CH:8]=1.[H-].[Na+]. (3) Given the product [CH3:1][C@H:2]1[CH2:4][C@H:3]1[C:5]1[CH:6]=[C:7]([NH2:8])[NH:12][N:11]=1, predict the reactants needed to synthesize it. The reactants are: [CH3:1][CH:2]1[CH2:4][CH:3]1[C:5](=O)[CH2:6][C:7]#[N:8].O.[NH2:11][NH2:12].